Dataset: Full USPTO retrosynthesis dataset with 1.9M reactions from patents (1976-2016). Task: Predict the reactants needed to synthesize the given product. (1) The reactants are: Cl[C:2]1[C:11]2[C:6](=[C:7]([OH:12])[CH:8]=[CH:9][CH:10]=2)[N:5]=[C:4]([CH3:13])[CH:3]=1.[NH:14]1[CH:18]=[CH:17][N:16]=[CH:15]1. Given the product [N:14]1([C:2]2[C:11]3[C:6](=[C:7]([OH:12])[CH:8]=[CH:9][CH:10]=3)[N:5]=[C:4]([CH3:13])[CH:3]=2)[CH:18]=[CH:17][N:16]=[CH:15]1, predict the reactants needed to synthesize it. (2) Given the product [CH3:1][O:2][C:3]1[CH:4]=[C:5]2[C:10](=[CH:11][C:12]=1[O:13][CH3:14])[N:9]=[CH:8][CH:7]=[C:6]2[O:15][C:16]1[CH:22]=[CH:21][C:19]([NH:20][C:27]([NH:35][N:36]2[CH2:42][CH2:41][CH2:40][CH2:39][CH2:38][CH2:37]2)=[O:33])=[CH:18][CH:17]=1, predict the reactants needed to synthesize it. The reactants are: [CH3:1][O:2][C:3]1[CH:4]=[C:5]2[C:10](=[CH:11][C:12]=1[O:13][CH3:14])[N:9]=[CH:8][CH:7]=[C:6]2[O:15][C:16]1[CH:22]=[CH:21][C:19]([NH2:20])=[CH:18][CH:17]=1.ClC(Cl)(O[C:27](=[O:33])OC(Cl)(Cl)Cl)Cl.[NH2:35][N:36]1[CH2:42][CH2:41][CH2:40][CH2:39][CH2:38][CH2:37]1.C(=O)(O)[O-].[Na+]. (3) The reactants are: [C:1]([O:5][C:6]([N:8]1[CH2:15][CH2:14][CH2:13][C@H:9]1[C:10]([OH:12])=[O:11])=[O:7])([CH3:4])([CH3:3])[CH3:2].[CH3:16]CCCCC.[Si](C=[N+]=[N-])(C)(C)C. Given the product [CH3:16][O:11][C:10](=[O:12])[C@@H:9]1[CH2:13][CH2:14][CH2:15][N:8]1[C:6]([O:5][C:1]([CH3:4])([CH3:2])[CH3:3])=[O:7], predict the reactants needed to synthesize it.